This data is from Catalyst prediction with 721,799 reactions and 888 catalyst types from USPTO. The task is: Predict which catalyst facilitates the given reaction. (1) Reactant: [Cl-].[Al+3].[Cl-].[Cl-].[Cl:5][C:6]1[CH:14]=[C:13]([Cl:15])[CH:12]=[CH:11][C:7]=1[C:8](Cl)=[O:9].[CH3:16][O:17][C:18]([C:20]1[CH:28]=[C:27]2[C:23]([C:24]([CH3:29])=[CH:25][NH:26]2)=[CH:22][CH:21]=1)=[O:19].O. Product: [Cl:5][C:6]1[CH:14]=[C:13]([Cl:15])[CH:12]=[CH:11][C:7]=1[C:8]([C:25]1[NH:26][C:27]2[C:23]([C:24]=1[CH3:29])=[CH:22][CH:21]=[C:20]([C:18]([O:17][CH3:16])=[O:19])[CH:28]=2)=[O:9]. The catalyst class is: 2. (2) Reactant: C1COCC1.[C:6]1([CH3:14])[CH:11]=[CH:10][C:9]([Mg]Br)=[CH:8][CH:7]=1.[CH3:15][O:16][C:17]1[CH:22]=[CH:21][C:20](Cl)=[CH:19][CH:18]=1.C1(C)C=CC=CC=1. Product: [CH3:15][O:16][C:17]1[CH:22]=[CH:21][C:20]([C:9]2[CH:10]=[CH:11][C:6]([CH3:14])=[CH:7][CH:8]=2)=[CH:19][CH:18]=1. The catalyst class is: 81. (3) Reactant: [F:1][C:2]1[CH:7]=[C:6]([F:8])[CH:5]=[CH:4][C:3]=1[N:9]1[CH2:14][CH2:13][N:12]([CH2:15][C:16]#[C:17][C:18]2[CH:23]=[C:22]([NH2:24])[N:21]3[N:25]=[C:26]([C:28]4[O:29][CH:30]=[CH:31][CH:32]=4)[N:27]=[C:20]3[N:19]=2)[CH2:11][CH2:10]1. Product: [F:1][C:2]1[CH:7]=[C:6]([F:8])[CH:5]=[CH:4][C:3]=1[N:9]1[CH2:10][CH2:11][N:12]([CH2:15][CH2:16][CH2:17][C:18]2[CH:23]=[C:22]([NH2:24])[N:21]3[N:25]=[C:26]([C:28]4[O:29][CH:30]=[CH:31][CH:32]=4)[N:27]=[C:20]3[N:19]=2)[CH2:13][CH2:14]1. The catalyst class is: 358. (4) Reactant: [N+]([C:4]1[S:8][C:7]([C:9]#[N:10])=[CH:6][CH:5]=1)([O-])=O.[F:11][C:12]([F:21])([F:20])[C:13]1[CH:14]=[C:15]([OH:19])[CH:16]=[CH:17][CH:18]=1.C(=O)([O-])[O-].[Cs+].[Cs+]. Product: [F:11][C:12]([F:20])([F:21])[C:13]1[CH:14]=[C:15]([O:19][C:4]2[S:8][C:7]([C:9]#[N:10])=[CH:6][CH:5]=2)[CH:16]=[CH:17][CH:18]=1. The catalyst class is: 3. (5) Reactant: [CH3:1][C@@H:2]1[O:7][C:6]2[N:8]=[CH:9][C:10]([NH2:12])=[CH:11][C:5]=2[N:4]([S:13]([C:16]2[CH:17]=[C:18]([CH3:22])[CH:19]=[CH:20][CH:21]=2)(=[O:15])=[O:14])[CH2:3]1.C(N(CC)C(C)C)(C)C.[Cl:32][C:33]1[CH:41]=[CH:40][CH:39]=[C:38]([F:42])[C:34]=1[C:35](Cl)=[O:36]. Product: [Cl:32][C:33]1[CH:41]=[CH:40][CH:39]=[C:38]([F:42])[C:34]=1[C:35]([NH:12][C:10]1[CH:9]=[N:8][C:6]2[O:7][C@@H:2]([CH3:1])[CH2:3][N:4]([S:13]([C:16]3[CH:17]=[C:18]([CH3:22])[CH:19]=[CH:20][CH:21]=3)(=[O:14])=[O:15])[C:5]=2[CH:11]=1)=[O:36]. The catalyst class is: 54.